The task is: Predict the product of the given reaction.. This data is from Forward reaction prediction with 1.9M reactions from USPTO patents (1976-2016). (1) Given the reactants [C:1]([C:4]1[S:5][C:6]([I:9])=[CH:7][CH:8]=1)(=[O:3])[CH3:2].[CH3:10][N:11]([CH3:20])[C:12]1[CH:19]=[CH:18][C:15]([CH:16]=O)=[CH:14][CH:13]=1.[OH-].[K+], predict the reaction product. The product is: [I:9][C:6]1[S:5][C:4]([C:1](=[O:3])[CH:2]=[CH:16][C:15]2[CH:18]=[CH:19][C:12]([N:11]([CH3:20])[CH3:10])=[CH:13][CH:14]=2)=[CH:8][CH:7]=1. (2) Given the reactants [Br:1][C:2]1[CH:3]=[C:4]([C@@H:8]2[C@@H:12]([C:13]3[CH:18]=[C:17]([F:19])[CH:16]=[CH:15][C:14]=3[F:20])[O:11][C:10](=[O:21])[NH:9]2)[CH:5]=[N:6][CH:7]=1.N[C@H:23](C1C=NC=C(Br)C=1)[C@@](C1C=C(F)C=CC=1F)(O)C, predict the reaction product. The product is: [Br:1][C:2]1[CH:3]=[C:4]([C@@H:8]2[C@:12]([C:13]3[CH:18]=[C:17]([F:19])[CH:16]=[CH:15][C:14]=3[F:20])([CH3:23])[O:11][C:10](=[O:21])[NH:9]2)[CH:5]=[N:6][CH:7]=1. (3) Given the reactants [OH:1][C:2]1[CH:14]=[CH:13][C:5]([O:6][CH2:7][C:8]([O:10][CH2:11][CH3:12])=[O:9])=[CH:4][CH:3]=1.[C:15]1([CH2:21][CH2:22][CH2:23][CH2:24]Br)[CH:20]=[CH:19][CH:18]=[CH:17][CH:16]=1.C(=O)([O-])[O-].[K+].[K+].[I-].[K+], predict the reaction product. The product is: [C:15]1([CH2:21][CH2:22][CH2:23][CH2:24][O:1][C:2]2[CH:3]=[CH:4][C:5]([O:6][CH2:7][C:8]([O:10][CH2:11][CH3:12])=[O:9])=[CH:13][CH:14]=2)[CH:20]=[CH:19][CH:18]=[CH:17][CH:16]=1. (4) Given the reactants Cl[C:2]1[C:11]2[C:6](=[CH:7][C:8]([Cl:12])=[CH:9][CH:10]=2)[CH:5]=[CH:4][N:3]=1.[CH3:13][C:14]1[N:19]=[C:18]2[O:20][C:21]3[C:26](B4OC(C)(C)C(C)(C)O4)=[CH:25][C:24]([CH3:36])=[CH:23][C:22]=3[C:17]2=[CH:16][CH:15]=1.C(=O)([O-])[O-].[Na+].[Na+].C(COC)OC, predict the reaction product. The product is: [Cl:12][C:8]1[CH:7]=[C:6]2[C:11](=[CH:10][CH:9]=1)[C:2]([C:26]1[C:21]3[O:20][C:18]4[C:17]([C:22]=3[CH:23]=[C:24]([CH3:36])[CH:25]=1)=[CH:16][CH:15]=[C:14]([CH3:13])[N:19]=4)=[N:3][CH:4]=[CH:5]2.